Dataset: Reaction yield outcomes from USPTO patents with 853,638 reactions. Task: Predict the reaction yield, written as a fraction of the theoretical maximum amount of product (1.0 means a 100% yield; for example, 0.34 means a 34% yield). The reactants are [ClH:1].[NH2:2][C:3]1[N:8]=[CH:7][C:6](/[CH:9]=[CH:10]/[C:11](O)=[O:12])=[CH:5][C:4]=1[CH2:14][N:15]1[CH2:20][CH2:19][CH:18]([CH2:21][C:22]2[CH:27]=CC=[CH:24][CH:23]=2)[CH2:17][CH2:16]1.Cl.[CH3:29][N:30]1[CH2:36][C:35]2[CH:37]=[C:38](/[CH:41]=[CH:42]/[C:43](O)=O)C=N[C:34]=2[NH:33][C:32](=O)[CH2:31]1.CN[CH2:49][C:50]1N(C)C2C(C=1)=CC=CC=2.CNCC1C=CC2C(=CC=CC=2)C=1CCC. No catalyst specified. The product is [ClH:1].[NH2:2][C:3]1[N:8]=[CH:7][C:6](/[CH:9]=[CH:10]/[C:11]([N:33]([CH3:34])[CH2:32][C:31]2[N:30]([CH3:29])[C:36]3[C:42]([CH:43]=2)=[CH:41][CH:38]=[CH:37][CH:35]=3)=[O:12])=[CH:5][C:4]=1[CH2:14][N:15]1[CH2:20][CH2:19][CH:18]([CH2:21][C:22]2[CH:23]=[CH:24][CH:50]=[CH:49][CH:27]=2)[CH2:17][CH2:16]1. The yield is 0.300.